From a dataset of Reaction yield outcomes from USPTO patents with 853,638 reactions. Predict the reaction yield, written as a fraction of the theoretical maximum amount of product (1.0 means a 100% yield; for example, 0.34 means a 34% yield). The reactants are Cl[CH2:2][CH2:3][CH2:4][N:5]1[C:9]2[CH:10]=[CH:11][CH:12]=[CH:13][C:8]=2[N:7]=[N:6]1.[CH3:14][C:15]1[CH:16]=[C:17]([N:21]2[CH2:26][CH2:25][NH:24][CH2:23][CH2:22]2)[CH:18]=[CH:19][CH:20]=1.[CH:27](N(C(C)C)CC)(C)C.[I-].[K+]. The catalyst is C(#N)C. The product is [CH3:14][C:15]1[CH:16]=[C:17]([N:21]2[CH2:26][CH2:25][N:24]([CH:2]([CH3:27])[CH2:3][CH2:4][N:5]3[C:9]4[CH:10]=[CH:11][CH:12]=[CH:13][C:8]=4[N:7]=[N:6]3)[CH2:23][CH2:22]2)[CH:18]=[CH:19][CH:20]=1. The yield is 0.746.